Task: Predict the reactants needed to synthesize the given product.. Dataset: Full USPTO retrosynthesis dataset with 1.9M reactions from patents (1976-2016) (1) Given the product [CH3:46][CH:45]([NH:44][C:31](=[O:32])[C:30]1[CH:29]=[CH:28][C:27]([NH:26][C:17]2[NH:16][C:15]3=[N:11][CH:12]=[CH:13][C:14]3=[C:19]([NH:20][CH2:21][C:22]([F:24])([F:23])[F:25])[N:18]=2)=[CH:35][CH:34]=1)[CH3:50], predict the reactants needed to synthesize it. The reactants are: CC1C=CC(S([N:11]2[C:15]3[N:16]=[C:17]([NH:26][C:27]4[CH:35]=[CH:34][C:30]([C:31](O)=[O:32])=[CH:29][CH:28]=4)[N:18]=[C:19]([NH:20][CH2:21][C:22]([F:25])([F:24])[F:23])[C:14]=3[CH:13]=[CH:12]2)(=O)=O)=CC=1.CN(C(O[N:44]1N=N[C:46]2C=CC=[CH:50][C:45]1=2)=[N+](C)C)C.[B-](F)(F)(F)F.CCN(C(C)C)C(C)C.C(N)(C)C. (2) Given the product [Cl:1][CH2:2][CH:3]1[O:7][C:6](=[O:8])[N:5]([CH3:10])[CH2:4]1, predict the reactants needed to synthesize it. The reactants are: [Cl:1][CH2:2][CH:3]1[O:7][C:6](=[O:8])[NH:5][CH2:4]1.I[CH3:10].[H-].[Na+]. (3) Given the product [I:1][C:2]1[CH:3]=[CH:4][C:5]([O:6][CH:7]([CH2:29][OH:30])[CH2:8][OH:9])=[CH:50][CH:51]=1, predict the reactants needed to synthesize it. The reactants are: [I:1][C:2]1[CH:51]=[CH:50][C:5]([O:6][CH:7]([CH2:29][O:30]C(C2C=CC=CC=2)(C2C=CC=CC=2)C2C=CC=CC=2)[CH2:8][O:9]C(C2C=CC=CC=2)(C2C=CC=CC=2)C2C=CC=CC=2)=[CH:4][CH:3]=1.FC(F)(F)C(O)=O.FC(F)(F)C(OC(=O)C(F)(F)F)=O.C(N(CC)CC)C. (4) Given the product [Cl:1][C:2]1[C:3]([F:12])=[C:4]([CH:8]=[CH:9][C:10]=1[F:11])[C:5]([NH:14][CH2:15][C:16]1[CH:27]=[CH:26][C:25]([C:28]#[N:29])=[CH:24][C:17]=1[O:18][CH2:19][C:20](=[O:21])[NH:22][CH3:23])=[O:7], predict the reactants needed to synthesize it. The reactants are: [Cl:1][C:2]1[C:3]([F:12])=[C:4]([CH:8]=[CH:9][C:10]=1[F:11])[C:5]([OH:7])=O.Cl.[NH2:14][CH2:15][C:16]1[CH:27]=[CH:26][C:25]([C:28]#[N:29])=[CH:24][C:17]=1[O:18][CH2:19][C:20]([NH:22][CH3:23])=[O:21]. (5) Given the product [CH2:1]([C:5]1[N:6]=[C:7]([C:12]2[CH:17]=[CH:16][C:15]([C:18]([F:21])([F:20])[F:19])=[CH:14][CH:13]=2)[S:8][C:9]=1[CH2:10][Cl:33])[CH2:2][CH2:3][CH3:4], predict the reactants needed to synthesize it. The reactants are: [CH2:1]([C:5]1[N:6]=[C:7]([C:12]2[CH:17]=[CH:16][C:15]([C:18]([F:21])([F:20])[F:19])=[CH:14][CH:13]=2)[S:8][C:9]=1[CH2:10]O)[CH2:2][CH2:3][CH3:4].C(N(CC)CC)C.CS([Cl:33])(=O)=O. (6) Given the product [CH3:1][C:2]1[O:6][C:5]([C:7]2[CH:8]=[CH:9][CH:10]=[CH:11][CH:12]=2)=[N:4][C:3]=1[CH2:13][O:14][C:15]1[CH:16]=[CH:17][C:18]([CH2:21][C:22]([OH:24])=[O:23])=[CH:19][CH:20]=1, predict the reactants needed to synthesize it. The reactants are: [CH3:1][C:2]1[O:6][C:5]([C:7]2[CH:12]=[CH:11][CH:10]=[CH:9][CH:8]=2)=[N:4][C:3]=1[CH2:13][O:14][C:15]1[CH:20]=[CH:19][C:18]([CH2:21][C:22]([O:24]C)=[O:23])=[CH:17][CH:16]=1.O.[OH-].[Li+].O1CCCC1.Cl. (7) Given the product [CH2:1]([N:5]1[C:10]2[CH:11]=[C:12]([CH:15]=[C:22]3[S:18][C:19](=[O:24])[NH:20][C:21]3=[O:23])[CH:13]=[CH:14][C:9]=2[O:8][CH2:7][C:6]1=[O:17])[CH2:2][CH2:3][CH3:4], predict the reactants needed to synthesize it. The reactants are: [CH2:1]([N:5]1[C:10]2[CH:11]=[C:12]([CH:15]=O)[CH:13]=[CH:14][C:9]=2[O:8][CH2:7][C:6]1=[O:17])[CH2:2][CH2:3][CH3:4].[S:18]1[CH2:22][C:21](=[O:23])[NH:20][C:19]1=[O:24]. (8) The reactants are: [NH2:1][C:2]1[C:3]2[CH:10]=[CH:9][N:8]([C@@H:11]3[O:15][C:14]([CH2:18][OH:19])([CH2:16][OH:17])[C@@H:13]([O:20][Si:21]([C:24]([CH3:27])([CH3:26])[CH3:25])([CH3:23])[CH3:22])[CH2:12]3)[C:4]=2[N:5]=[CH:6][N:7]=1.I(C1C=CC=CC=1C(O)=O)(=O)=O. Given the product [NH2:1][C:2]1[C:3]2[CH:10]=[CH:9][N:8]([C@@H:11]3[O:15][C@@:14]([CH2:18][OH:19])([CH:16]=[O:17])[C@@H:13]([O:20][Si:21]([C:24]([CH3:27])([CH3:26])[CH3:25])([CH3:22])[CH3:23])[CH2:12]3)[C:4]=2[N:5]=[CH:6][N:7]=1, predict the reactants needed to synthesize it.